Dataset: Forward reaction prediction with 1.9M reactions from USPTO patents (1976-2016). Task: Predict the product of the given reaction. (1) Given the reactants [OH:1][CH2:2][C:3]1([CH2:6][C:7]([O:9][CH3:10])=[O:8])[CH2:5][CH2:4]1.C(N(CC)CC)C.[CH3:18][S:19](Cl)(=[O:21])=[O:20].BrCC1(CC(OC)=O)CC1, predict the reaction product. The product is: [CH3:18][S:19]([O:1][CH2:2][C:3]1([CH2:6][C:7]([O:9][CH3:10])=[O:8])[CH2:5][CH2:4]1)(=[O:21])=[O:20]. (2) Given the reactants [Cl:1][C:2]1[CH:7]=[C:6]([O:8][CH3:9])[CH:5]=[CH:4][C:3]=1[C:10]1[CH:15]=[CH:14][NH:13][C:12](=[O:16])[C:11]=1[N+:17]([O-:19])=[O:18].C([O-])([O-])=O.[Na+].[Na+].[F:26][C:27]([F:40])([F:39])[S:28](O[S:28]([C:27]([F:40])([F:39])[F:26])(=[O:30])=[O:29])(=[O:30])=[O:29], predict the reaction product. The product is: [Cl:1][C:2]1[CH:7]=[C:6]([O:8][CH3:9])[CH:5]=[CH:4][C:3]=1[C:10]1[CH:15]=[CH:14][N:13]=[C:12]([O:16][S:28]([C:27]([F:40])([F:39])[F:26])(=[O:30])=[O:29])[C:11]=1[N+:17]([O-:19])=[O:18]. (3) The product is: [C:5]([O:8][CH2:9][C@H:10]1[CH2:15][C@@H:14]([O:16][Si:17]([C:30]([CH3:33])([CH3:31])[CH3:32])([C:24]2[CH:25]=[CH:26][CH:27]=[CH:28][CH:29]=2)[C:18]2[CH:23]=[CH:22][CH:21]=[CH:20][CH:19]=2)[CH2:13][CH2:12][C@@:11]1([C@@H:34]1[C@@H:42]([CH2:43][N:1]=[N+:2]=[N-:3])[C@H:41]2[C@@:37]([CH3:55])([C:38]([C:49]3[CH:54]=[CH:53][CH:52]=[CH:51][CH:50]=3)=[CH:39][CH2:40]2)[CH2:36][CH2:35]1)[CH3:56])(=[O:7])[CH3:6]. Given the reactants [N-:1]=[N+:2]=[N-:3].[Na+].[C:5]([O:8][CH2:9][C@H:10]1[CH2:15][C@@H:14]([O:16][Si:17]([C:30]([CH3:33])([CH3:32])[CH3:31])([C:24]2[CH:29]=[CH:28][CH:27]=[CH:26][CH:25]=2)[C:18]2[CH:23]=[CH:22][CH:21]=[CH:20][CH:19]=2)[CH2:13][CH2:12][C@:11]1([CH3:56])[C@@H:34]1[C@@H:42]([CH2:43]OS(C)(=O)=O)[C@H:41]2[C@@:37]([CH3:55])([C:38]([C:49]3[CH:54]=[CH:53][CH:52]=[CH:51][CH:50]=3)=[CH:39][CH2:40]2)[CH2:36][CH2:35]1)(=[O:7])[CH3:6], predict the reaction product. (4) Given the reactants [CH3:1][O:2][C:3]1[CH:4]=[C:5]2[C:9](=[CH:10][C:11]=1[O:12][CH3:13])[C:8](=[O:14])[CH:7]([CH2:15][CH:16]1[CH2:21][CH2:20][N:19](CC3C=CC=CC=3)[CH2:18][CH2:17]1)[CH2:6]2.COC1C=C2C(=CC=1OC)C(=O)CC2.N1C=CC(C=O)=CC=1, predict the reaction product. The product is: [CH3:1][O:2][C:3]1[CH:4]=[C:5]2[C:9](=[CH:10][C:11]=1[O:12][CH3:13])[C:8](=[O:14])[C:7](=[CH:15][C:16]1[CH:21]=[CH:20][N:19]=[CH:18][CH:17]=1)[CH2:6]2. (5) The product is: [Cl:1][C:2]1[CH:3]=[C:4]2[C:8](=[CH:9][CH:10]=1)[N:7]([CH3:11])[C:6]([C:12]([NH:37][CH2:36][C:31]1[CH:30]=[C:29]([CH:34]=[C:33]([CH3:35])[CH:32]=1)[O:28][C:25]1[CH:26]=[CH:27][C:22]([CH2:21][CH2:20][C:19]([OH:40])=[O:18])=[C:23]([CH2:38][CH3:39])[CH:24]=1)=[O:14])=[C:5]2[CH3:15]. Given the reactants [Cl:1][C:2]1[CH:3]=[C:4]2[C:8](=[CH:9][CH:10]=1)[N:7]([CH3:11])[C:6]([C:12]([OH:14])=O)=[C:5]2[CH3:15].C([O:18][C:19](=[O:40])[CH2:20][CH2:21][C:22]1[CH:27]=[CH:26][C:25]([O:28][C:29]2[CH:34]=[C:33]([CH3:35])[CH:32]=[C:31]([CH2:36][NH2:37])[CH:30]=2)=[CH:24][C:23]=1[CH2:38][CH3:39])C, predict the reaction product.